Dataset: Peptide-MHC class II binding affinity with 134,281 pairs from IEDB. Task: Regression. Given a peptide amino acid sequence and an MHC pseudo amino acid sequence, predict their binding affinity value. This is MHC class II binding data. The binding affinity (normalized) is 0.408. The MHC is DRB1_0802 with pseudo-sequence DRB1_0802. The peptide sequence is RCLVKEIPPRLLYAK.